Dataset: Catalyst prediction with 721,799 reactions and 888 catalyst types from USPTO. Task: Predict which catalyst facilitates the given reaction. (1) Reactant: [NH2:1][C:2]1[C:11]([N+:12]([O-])=O)=[CH:10][CH:9]=[CH:8][C:3]=1[C:4]([O:6][CH3:7])=[O:5]. Product: [NH2:1][C:2]1[C:11]([NH2:12])=[CH:10][CH:9]=[CH:8][C:3]=1[C:4]([O:6][CH3:7])=[O:5]. The catalyst class is: 63. (2) Reactant: [Br:1][C:2]1[CH:3]=[C:4]2[C:9](=[CH:10][CH:11]=1)[N:8]=[CH:7][N:6]=[C:5]2Cl.[CH2:13]([O:15][C:16](=[O:32])[C:17]1[CH:22]=[C:21](B2OC(C)(C)C(C)(C)O2)[CH:20]=[N:19][CH:18]=1)[CH3:14].B(O)O.[O-]P([O-])([O-])=O.[K+].[K+].[K+]. Product: [CH2:13]([O:15][C:16](=[O:32])[C:17]1[CH:22]=[C:21]([C:5]2[C:4]3[C:9](=[CH:10][CH:11]=[C:2]([Br:1])[CH:3]=3)[N:8]=[CH:7][N:6]=2)[CH:20]=[N:19][CH:18]=1)[CH3:14]. The catalyst class is: 745. (3) The catalyst class is: 2. Reactant: [OH:1][CH2:2][C@@H:3]1[CH2:7][CH2:6][CH2:5][N:4]1[C:8]([O:10][CH2:11][C:12]1[CH:17]=[CH:16][CH:15]=[CH:14][CH:13]=1)=[O:9].CCN(CC)CC.[S:25](Cl)([C:28]1[CH:34]=[CH:33][C:31]([CH3:32])=[CH:30][CH:29]=1)(=[O:27])=[O:26].C(OCC)C. Product: [CH3:32][C:31]1[CH:33]=[CH:34][C:28]([S:25]([O:1][CH2:2][C@@H:3]2[CH2:7][CH2:6][CH2:5][N:4]2[C:8]([O:10][CH2:11][C:12]2[CH:17]=[CH:16][CH:15]=[CH:14][CH:13]=2)=[O:9])(=[O:27])=[O:26])=[CH:29][CH:30]=1. (4) Reactant: [F:1][C:2]([F:13])([F:12])[C:3]1[CH:8]=[CH:7][C:6]([CH2:9][C:10]#[N:11])=[CH:5][CH:4]=1.[O-]CC.[Na+].[C:18]([N:25]1[CH2:30][CH2:29][C:28](=O)[CH2:27][CH2:26]1)([O:20][C:21]([CH3:24])([CH3:23])[CH3:22])=[O:19]. Product: [C:10]([C:9]([C:6]1[CH:5]=[CH:4][C:3]([C:2]([F:12])([F:13])[F:1])=[CH:8][CH:7]=1)=[C:28]1[CH2:29][CH2:30][N:25]([C:18]([O:20][C:21]([CH3:24])([CH3:23])[CH3:22])=[O:19])[CH2:26][CH2:27]1)#[N:11]. The catalyst class is: 8. (5) Reactant: [Si]([O:8][CH2:9][C@@H:10]([NH:15][C:16]([C:18]1[N:19]=[C:20]([N:23]2[CH2:26][CH:25]([S:27][C:28]3[C@H:29]([CH3:52])[C@@H:30]4[C@@H:47]([C@H:48]([OH:50])[CH3:49])[C:46](=[O:51])[N:31]4[C:32]=3[C:33]([O:35][CH2:36][C:37]3[CH:42]=[CH:41][C:40]([N+:43]([O-:45])=[O:44])=[CH:39][CH:38]=3)=[O:34])[CH2:24]2)[S:21][CH:22]=1)=[O:17])[C@@H:11]([CH3:14])[CH2:12][CH3:13])(C(C)(C)C)(C)C.C(O)(=O)C.[F-].C([N+](CCCC)(CCCC)CCCC)CCC.C(OCC)(=O)C. Product: [OH:8][CH2:9][C@@H:10]([NH:15][C:16]([C:18]1[N:19]=[C:20]([N:23]2[CH2:24][CH:25]([S:27][C:28]3[C@H:29]([CH3:52])[C@@H:30]4[C@@H:47]([C@H:48]([OH:50])[CH3:49])[C:46](=[O:51])[N:31]4[C:32]=3[C:33]([O:35][CH2:36][C:37]3[CH:38]=[CH:39][C:40]([N+:43]([O-:45])=[O:44])=[CH:41][CH:42]=3)=[O:34])[CH2:26]2)[S:21][CH:22]=1)=[O:17])[C@@H:11]([CH3:14])[CH2:12][CH3:13]. The catalyst class is: 30. (6) Reactant: [Cl:1][C:2]1[CH:21]=[CH:20][C:5]([CH:6]([N:14]2[CH2:19][CH2:18][NH:17][CH2:16][CH2:15]2)[C:7]2[CH:12]=[CH:11][C:10]([Cl:13])=[CH:9][CH:8]=2)=[CH:4][CH:3]=1.C(N(CC)CC)C.[F:29][C:30]1[CH:38]=[CH:37][C:36]([F:39])=[CH:35][C:31]=1[C:32](Cl)=[O:33]. Product: [Cl:1][C:2]1[CH:21]=[CH:20][C:5]([CH:6]([C:7]2[CH:8]=[CH:9][C:10]([Cl:13])=[CH:11][CH:12]=2)[N:14]2[CH2:15][CH2:16][N:17]([C:32]([C:31]3[CH:35]=[C:36]([F:39])[CH:37]=[CH:38][C:30]=3[F:29])=[O:33])[CH2:18][CH2:19]2)=[CH:4][CH:3]=1. The catalyst class is: 864. (7) Reactant: [C:1]([OH:12])(=[O:11])[C:2]1[CH:10]=[CH:9][C:7]([OH:8])=[C:4]([O:5][CH3:6])[CH:3]=1.C(=O)([O-])[O-].[K+].[K+].[CH2:19](Br)[C:20]1[CH:25]=[CH:24][CH:23]=[CH:22][CH:21]=1.[Cl-].[Na+]. Product: [CH2:19]([O:11][C:1](=[O:12])[C:2]1[CH:10]=[CH:9][C:7]([O:8][CH2:1][C:2]2[CH:10]=[CH:9][CH:7]=[CH:4][CH:3]=2)=[C:4]([O:5][CH3:6])[CH:3]=1)[C:20]1[CH:25]=[CH:24][CH:23]=[CH:22][CH:21]=1. The catalyst class is: 35. (8) Reactant: [Cl:1][C:2]1[CH:3]=[C:4]2[C:8](=[CH:9][CH:10]=1)[NH:7][C:6]([C:11]([OH:13])=O)=[CH:5]2.S(Cl)([Cl:16])=O. Product: [Cl:1][C:2]1[CH:3]=[C:4]2[C:8](=[CH:9][CH:10]=1)[NH:7][C:6]([C:11]([Cl:16])=[O:13])=[CH:5]2. The catalyst class is: 3. (9) Reactant: [Cl:1][C:2]1[CH:7]=[CH:6][C:5](/[CH:8]=[CH:9]/[C:10](=[O:25])[CH2:11][CH2:12][CH2:13][CH2:14][C:15]2[CH:24]=[CH:23][C:22]3[CH2:21][CH2:20][CH2:19][NH:18][C:17]=3[N:16]=2)=[CH:4][C:3]=1[C:26]([F:29])([F:28])[F:27].[H-].[H-].[H-].[H-].[Li+].[Al+3].O.[OH-].[Na+]. Product: [Cl:1][C:2]1[CH:7]=[CH:6][C:5](/[CH:8]=[CH:9]/[CH:10]([OH:25])[CH2:11][CH2:12][CH2:13][CH2:14][C:15]2[CH:24]=[CH:23][C:22]3[CH2:21][CH2:20][CH2:19][NH:18][C:17]=3[N:16]=2)=[CH:4][C:3]=1[C:26]([F:29])([F:27])[F:28]. The catalyst class is: 1.